From a dataset of NCI-60 drug combinations with 297,098 pairs across 59 cell lines. Regression. Given two drug SMILES strings and cell line genomic features, predict the synergy score measuring deviation from expected non-interaction effect. (1) Drug 1: C1=CC(=CC=C1C#N)C(C2=CC=C(C=C2)C#N)N3C=NC=N3. Drug 2: CN(CC1=CN=C2C(=N1)C(=NC(=N2)N)N)C3=CC=C(C=C3)C(=O)NC(CCC(=O)O)C(=O)O. Cell line: KM12. Synergy scores: CSS=46.1, Synergy_ZIP=5.61, Synergy_Bliss=4.99, Synergy_Loewe=-16.2, Synergy_HSA=6.20. (2) Drug 1: C1CNP(=O)(OC1)N(CCCl)CCCl. Drug 2: CCC1(C2=C(COC1=O)C(=O)N3CC4=CC5=C(C=CC(=C5CN(C)C)O)N=C4C3=C2)O.Cl. Cell line: T-47D. Synergy scores: CSS=4.17, Synergy_ZIP=-12.9, Synergy_Bliss=-23.0, Synergy_Loewe=-22.2, Synergy_HSA=-21.4. (3) Drug 1: CC1=C(C=C(C=C1)NC2=NC=CC(=N2)N(C)C3=CC4=NN(C(=C4C=C3)C)C)S(=O)(=O)N.Cl. Drug 2: C1=CC(=CC=C1CC(C(=O)O)N)N(CCCl)CCCl.Cl. Cell line: LOX IMVI. Synergy scores: CSS=18.0, Synergy_ZIP=-7.36, Synergy_Bliss=-0.161, Synergy_Loewe=-5.97, Synergy_HSA=1.19. (4) Drug 1: CN(C)C1=NC(=NC(=N1)N(C)C)N(C)C. Drug 2: CN(CC1=CN=C2C(=N1)C(=NC(=N2)N)N)C3=CC=C(C=C3)C(=O)NC(CCC(=O)O)C(=O)O. Cell line: DU-145. Synergy scores: CSS=29.5, Synergy_ZIP=2.43, Synergy_Bliss=0.481, Synergy_Loewe=-27.6, Synergy_HSA=-3.46. (5) Drug 1: C1=NC(=NC(=O)N1C2C(C(C(O2)CO)O)O)N. Drug 2: C1=CC=C(C(=C1)C(C2=CC=C(C=C2)Cl)C(Cl)Cl)Cl. Cell line: OVCAR3. Synergy scores: CSS=8.79, Synergy_ZIP=0.0177, Synergy_Bliss=6.76, Synergy_Loewe=3.70, Synergy_HSA=2.81. (6) Drug 1: C1=C(C(=O)NC(=O)N1)N(CCCl)CCCl. Drug 2: CNC(=O)C1=NC=CC(=C1)OC2=CC=C(C=C2)NC(=O)NC3=CC(=C(C=C3)Cl)C(F)(F)F. Synergy scores: CSS=36.7, Synergy_ZIP=-9.31, Synergy_Bliss=-2.67, Synergy_Loewe=-10.8, Synergy_HSA=-0.952. Cell line: SK-OV-3. (7) Drug 1: CCN(CC)CCNC(=O)C1=C(NC(=C1C)C=C2C3=C(C=CC(=C3)F)NC2=O)C. Drug 2: CC1CCCC2(C(O2)CC(NC(=O)CC(C(C(=O)C(C1O)C)(C)C)O)C(=CC3=CSC(=N3)C)C)C. Cell line: BT-549. Synergy scores: CSS=57.0, Synergy_ZIP=8.46, Synergy_Bliss=6.22, Synergy_Loewe=-15.6, Synergy_HSA=7.95. (8) Cell line: MOLT-4. Drug 2: CNC(=O)C1=NC=CC(=C1)OC2=CC=C(C=C2)NC(=O)NC3=CC(=C(C=C3)Cl)C(F)(F)F. Drug 1: CCCCCOC(=O)NC1=NC(=O)N(C=C1F)C2C(C(C(O2)C)O)O. Synergy scores: CSS=-15.3, Synergy_ZIP=9.63, Synergy_Bliss=6.67, Synergy_Loewe=-11.9, Synergy_HSA=-10.1. (9) Drug 1: C1=CC(=CC=C1CCCC(=O)O)N(CCCl)CCCl. Drug 2: CN(CCCl)CCCl.Cl. Cell line: RXF 393. Synergy scores: CSS=13.9, Synergy_ZIP=-7.37, Synergy_Bliss=-8.13, Synergy_Loewe=-25.7, Synergy_HSA=-5.57. (10) Drug 1: CC1=C(C(CCC1)(C)C)C=CC(=CC=CC(=CC(=O)O)C)C. Drug 2: CC1=C(C=C(C=C1)NC(=O)C2=CC=C(C=C2)CN3CCN(CC3)C)NC4=NC=CC(=N4)C5=CN=CC=C5. Cell line: A498. Synergy scores: CSS=1.20, Synergy_ZIP=1.87, Synergy_Bliss=2.37, Synergy_Loewe=1.78, Synergy_HSA=-2.07.